From a dataset of Forward reaction prediction with 1.9M reactions from USPTO patents (1976-2016). Predict the product of the given reaction. (1) Given the reactants C(=[N:14][C:15]1[CH:16]=[C:17]([C:21]([C:23]2[C:27]3[CH:28]=[N:29][CH:30]=[C:31]([F:32])[C:26]=3[N:25]([C:33]([CH3:44])([CH3:43])[CH2:34][O:35][Si:36]([C:39]([CH3:42])([CH3:41])[CH3:40])([CH3:38])[CH3:37])[CH:24]=2)=[O:22])[CH:18]=[N:19][CH:20]=1)(C1C=CC=CC=1)C1C=CC=CC=1, predict the reaction product. The product is: [NH2:14][C:15]1[CH:16]=[C:17]([C:21]([C:23]2[C:27]3[CH:28]=[N:29][CH:30]=[C:31]([F:32])[C:26]=3[N:25]([C:33]([CH3:44])([CH3:43])[CH2:34][O:35][Si:36]([C:39]([CH3:42])([CH3:41])[CH3:40])([CH3:37])[CH3:38])[CH:24]=2)=[O:22])[CH:18]=[N:19][CH:20]=1. (2) Given the reactants Cl[C:2]1[N:7]=[C:6]2[N:8]([CH2:11][C:12]3[CH:17]=[CH:16][CH:15]=[C:14]([C:18]([F:21])([F:20])[F:19])[C:13]=3[CH3:22])[CH:9]=[N:10][C:5]2=[C:4]([O:23]C)[CH:3]=1.[NH:25]1[CH2:30][CH2:29][O:28][CH2:27][CH2:26]1, predict the reaction product. The product is: [CH3:22][C:13]1[C:14]([C:18]([F:21])([F:19])[F:20])=[CH:15][CH:16]=[CH:17][C:12]=1[CH2:11][N:8]1[C:6]2=[N:7][C:2]([N:25]3[CH2:30][CH2:29][O:28][CH2:27][CH2:26]3)=[CH:3][C:4]([OH:23])=[C:5]2[N:10]=[CH:9]1. (3) Given the reactants [N+:1]([C:4]1[CH:5]=[C:6]2[C:10](=[CH:11][CH:12]=1)[NH:9][NH:8][C:7]2=[O:13])([O-:3])=[O:2].Br[CH2:15][CH2:16][O:17][CH2:18][CH2:19][O:20][CH3:21].[I-].[K+].[OH-].[Na+], predict the reaction product. The product is: [CH3:21][O:20][CH2:19][CH2:18][O:17][CH2:16][CH2:15][N:9]1[C:10]2[C:6](=[CH:5][C:4]([N+:1]([O-:3])=[O:2])=[CH:12][CH:11]=2)[C:7](=[O:13])[NH:8]1. (4) Given the reactants [NH:1]1[CH2:8][CH2:7][CH2:6][CH2:5][NH:4][CH2:3][CH2:2]1.[Li]CCCC.Br[C:15]1[CH:20]=[CH:19][C:18]([O:21][CH3:22])=[CH:17][C:16]=1[O:23][CH3:24].Cl, predict the reaction product. The product is: [CH3:22][O:21][C:18]1[CH:17]=[C:16]([O:23][CH3:24])[CH:15]=[CH:20][C:19]=1[N:1]1[CH2:8][CH2:7][CH2:6][CH2:5][NH:4][CH2:3][CH2:2]1. (5) Given the reactants [NH2:1][C:2]1[C:7]2=[C:8](Br)[C:9]([CH:19]3[CH2:24][CH2:23][N:22](C(OC(C)(C)C)=O)[CH2:21][CH2:20]3)=[C:10]([C:11]3[CH:16]=[CH:15][CH:14]=[C:13]([O:17][CH3:18])[CH:12]=3)[N:6]2[N:5]=[CH:4][N:3]=1.[O:33]([C:40]1[CH:45]=[CH:44][C:43](B(O)O)=[CH:42][CH:41]=1)[C:34]1[CH:39]=[CH:38][CH:37]=[CH:36][CH:35]=1.P([O-])([O-])([O-])=O.[K+].[K+].[K+].FC(F)(F)C(O)=O, predict the reaction product. The product is: [CH3:18][O:17][C:13]1[CH:12]=[C:11]([C:10]2[N:6]3[C:7]([C:2]([NH2:1])=[N:3][CH:4]=[N:5]3)=[C:8]([C:43]3[CH:44]=[CH:45][C:40]([O:33][C:34]4[CH:39]=[CH:38][CH:37]=[CH:36][CH:35]=4)=[CH:41][CH:42]=3)[C:9]=2[CH:19]2[CH2:20][CH2:21][NH:22][CH2:23][CH2:24]2)[CH:16]=[CH:15][CH:14]=1. (6) The product is: [Br:1][C:2]1[CH:7]=[C:6]([C:8]([O:27][CH3:26])=[O:10])[CH:5]=[C:4]([C:11]([O:13][CH3:14])=[O:12])[CH:3]=1. Given the reactants [Br:1][C:2]1[CH:3]=[C:4]([C:11]([OH:13])=[O:12])[CH:5]=[C:6]([C:8]([OH:10])=O)[CH:7]=1.[C:14]([O-])([O-])=O.[Cs+].[Cs+].CI.O.CN([CH:26]=[O:27])C, predict the reaction product. (7) Given the reactants Br[C:2]1[CH:3]=[CH:4][C:5]([C:9]#[N:10])=[N:6][C:7]=1[CH3:8].[CH:11]1(B(O)O)[CH2:13][CH2:12]1.CC1(C)C2C(=C(P(C3C=CC=CC=3)C3C=CC=CC=3)C=CC=2)OC2C(P(C3C=CC=CC=3)C3C=CC=CC=3)=CC=CC1=2.C([O-])([O-])=O.[Cs+].[Cs+], predict the reaction product. The product is: [CH:11]1([C:2]2[CH:3]=[CH:4][C:5]([C:9]#[N:10])=[N:6][C:7]=2[CH3:8])[CH2:13][CH2:12]1.